From a dataset of Catalyst prediction with 721,799 reactions and 888 catalyst types from USPTO. Predict which catalyst facilitates the given reaction. Reactant: Br[CH2:2][C:3]1[O:7][C:6]([CH3:8])=[N:5][CH:4]=1.[C-:9]#[N:10].[Na+].O. Product: [CH3:8][C:6]1[O:7][C:3]([CH2:2][C:9]#[N:10])=[CH:4][N:5]=1. The catalyst class is: 3.